This data is from Full USPTO retrosynthesis dataset with 1.9M reactions from patents (1976-2016). The task is: Predict the reactants needed to synthesize the given product. (1) Given the product [ClH:42].[ClH:1].[CH2:63]([N:62]([CH2:65][CH3:66])[CH2:61][CH2:60][NH:59][C:57]([C:11]1[C:24]2[C:15](=[C:16]([NH:25][C:26]3[CH:31]=[C:30]([I:67])[C:29]([NH:32][S:33]([CH3:36])(=[O:34])=[O:35])=[CH:28][C:27]=3[O:37][CH3:38])[C:17]3[C:22]([N:23]=2)=[CH:21][CH:20]=[CH:19][CH:18]=3)[CH:14]=[CH:13][CH:12]=1)=[O:58])[CH3:64], predict the reactants needed to synthesize it. The reactants are: [ClH:1].Cl.C(N(CC)CCNC([C:11]1[C:24]2[C:15](=[C:16]([NH:25][C:26]3[CH:31]=[CH:30][C:29]([NH:32][S:33]([CH3:36])(=[O:35])=[O:34])=[CH:28][C:27]=3[O:37][CH3:38])[C:17]3[C:22]([N:23]=2)=[CH:21][CH:20]=[CH:19][CH:18]=3)[CH:14]=[C:13](I)[CH:12]=1)=O)C.[Cl:42]C1C2C(N=C3C=1C=CC=C3[C:57]([NH:59][CH2:60][CH2:61][N:62]([CH2:65][CH3:66])[CH2:63][CH3:64])=[O:58])=CC=CC=2.[I:67]C1C(NS(C)(=O)=O)=CC(OC)=C(C=1)N.[K+].[Br-].IC1C=CC2N=C(C(OCC)=O)NC=2C=1.C(N(CC)CCNC(C1NC2C=C(I)C=CC=2N=1)=O)C.IC1C=CC=C2C=1C(=O)C1C=CC=C(C(O)=O)C=1N2.IC1C=C2C(=CC=1)C(=O)C1C=CC=C(C(O)=O)C=1N2.CC1C=NC2C(=CC=C([N+]([O-])=O)C=2)N=1.IC1C=C2C(=CC=1)N=C(C)C=C2.IC1C=CC=C2C=1N=C1C(=C2)C=CC=C1C(OC)=O.IC1C=CC2N(C=C(C(OCC)=O)N=2)C=1. (2) Given the product [ClH:1].[CH:20]1([CH2:19][N:10]2[C:11]3[C:16](=[CH:15][CH:14]=[CH:13][C:12]=3[O:17][CH3:18])[C:8]([C:6]3[O:7][C:3]([CH2:2][N:28]([CH2:29][CH3:30])[CH2:26][CH3:27])=[N:4][N:5]=3)=[CH:9]2)[CH2:25][CH2:24][CH2:23][CH2:22][CH2:21]1, predict the reactants needed to synthesize it. The reactants are: [Cl:1][CH2:2][C:3]1[O:7][C:6]([C:8]2[C:16]3[C:11](=[C:12]([O:17][CH3:18])[CH:13]=[CH:14][CH:15]=3)[N:10]([CH2:19][CH:20]3[CH2:25][CH2:24][CH2:23][CH2:22][CH2:21]3)[CH:9]=2)=[N:5][N:4]=1.[CH2:26]([NH:28][CH2:29][CH3:30])[CH3:27]. (3) Given the product [I-:1].[CH3:2][N+:11]1[CH:12]=[CH:13][C:8]([N:3]2[CH2:4][CH2:5][CH2:6][CH2:7]2)=[CH:9][CH:10]=1, predict the reactants needed to synthesize it. The reactants are: [I:1][CH3:2].[N:3]1([C:8]2[CH:13]=[CH:12][N:11]=[CH:10][CH:9]=2)[CH2:7][CH2:6][CH2:5][CH2:4]1. (4) Given the product [C:19]1([C:28]2[CH:33]=[CH:32][CH:31]=[CH:30][CH:29]=2)[CH:24]=[CH:23][CH:22]=[C:21]([C:25]([NH:1][C:2]2[CH:7]=[CH:6][C:5]([C@@H:8]3[CH2:10][C@H:9]3[NH:11][C:12](=[O:18])[O:13][C:14]([CH3:15])([CH3:17])[CH3:16])=[CH:4][CH:3]=2)=[O:26])[CH:20]=1, predict the reactants needed to synthesize it. The reactants are: [NH2:1][C:2]1[CH:7]=[CH:6][C:5]([C@@H:8]2[CH2:10][C@H:9]2[NH:11][C:12](=[O:18])[O:13][C:14]([CH3:17])([CH3:16])[CH3:15])=[CH:4][CH:3]=1.[C:19]1([C:28]2[CH:33]=[CH:32][CH:31]=[CH:30][CH:29]=2)[CH:24]=[CH:23][CH:22]=[C:21]([C:25](Cl)=[O:26])[CH:20]=1.C(N(CC)CC)C.O. (5) Given the product [CH3:46][N:37]([CH3:36])[C:38]([C@@H:39]([NH:40][C:24]([N:10]1[C:6]2[CH:5]=[CH:4][CH:3]=[C:2]([CH3:1])[C:7]=2[N:8]([CH2:12][CH2:13][S:14][CH3:15])[C:9]1=[O:11])=[O:25])[C:41]([CH3:43])([CH3:42])[CH3:44])=[O:45], predict the reactants needed to synthesize it. The reactants are: [CH3:1][C:2]1[C:7]2[N:8]([CH2:12][CH2:13][S:14][CH3:15])[C:9](=[O:11])[NH:10][C:6]=2[CH:5]=[CH:4][CH:3]=1.C(N(CC)CC)C.Cl[C:24](OC1C=CC([N+]([O-])=O)=CC=1)=[O:25].[CH3:36][N:37]([CH3:46])[C:38](=[O:45])[C@H:39]([C:41]([CH3:44])([CH3:43])[CH3:42])[NH2:40].Cl.CNC. (6) Given the product [CH3:1][O:2][C:3](=[O:17])[C@@H:4]([O:14][CH2:15][CH3:16])[CH2:5][C:6]1[CH:11]=[CH:10][C:9]([O:12][CH2:19][C:20]2[N:21]=[C:22]([C:26]3[CH:31]=[CH:30][CH:29]=[CH:28][C:27]=3[CH3:32])[O:23][C:24]=2[CH3:25])=[CH:8][C:7]=1[F:13], predict the reactants needed to synthesize it. The reactants are: [CH3:1][O:2][C:3](=[O:17])[C@@H:4]([O:14][CH2:15][CH3:16])[CH2:5][C:6]1[CH:11]=[CH:10][C:9]([OH:12])=[CH:8][C:7]=1[F:13].Cl[CH2:19][C:20]1[N:21]=[C:22]([C:26]2[CH:31]=[CH:30][CH:29]=[CH:28][C:27]=2[CH3:32])[O:23][C:24]=1[CH3:25].C(=O)([O-])[O-].[Cs+].[Cs+].[I-].[K+].